Dataset: Reaction yield outcomes from USPTO patents with 853,638 reactions. Task: Predict the reaction yield, written as a fraction of the theoretical maximum amount of product (1.0 means a 100% yield; for example, 0.34 means a 34% yield). (1) The reactants are CS(O[CH2:6][C@@H:7]1[CH2:9][C@H:8]1[CH2:10][O:11][Si:12]([C:25]([CH3:28])([CH3:27])[CH3:26])([C:19]1[CH:24]=[CH:23][CH:22]=[CH:21][CH:20]=1)[C:13]1[CH:18]=[CH:17][CH:16]=[CH:15][CH:14]=1)(=O)=O.[C-]#N.[K+].[CH3:32][N:33](C=O)C. The catalyst is O. The product is [Si:12]([O:11][CH2:10][C@@H:8]1[CH2:9][C@H:7]1[CH2:6][C:32]#[N:33])([C:25]([CH3:26])([CH3:27])[CH3:28])([C:13]1[CH:18]=[CH:17][CH:16]=[CH:15][CH:14]=1)[C:19]1[CH:24]=[CH:23][CH:22]=[CH:21][CH:20]=1. The yield is 0.940. (2) The reactants are [N:1]1[C:10]2[C:5](=[CH:6][CH:7]=[CH:8][CH:9]=2)[CH:4]=[C:3]([CH:11]=O)[CH:2]=1.CN.CO.CC(O)=O.[BH3-][C:22]#[N:23].[Na+]. The catalyst is CO. The product is [CH3:22][NH:23][CH2:11][C:3]1[CH:2]=[N:1][C:10]2[C:5]([CH:4]=1)=[CH:6][CH:7]=[CH:8][CH:9]=2. The yield is 0.240. (3) The reactants are [F:1][C:2]1[CH:7]=[CH:6][C:5]([NH:8][C:9](=[O:17])[CH2:10][C:11]2[O:12][C:13]([CH3:16])=[CH:14][CH:15]=2)=[CH:4][CH:3]=1.[O:18]=[C:19]1[CH:23]=[CH:22][C:21](=[O:24])[N:20]1[C:25]1[CH:32]=[CH:31][C:28]([C:29]#[N:30])=[C:27]([C:33](F)(F)F)[CH:26]=1.[CH:37]1[CH:42]=CC=C[CH:38]=1. No catalyst specified. The product is [C:29]([C:28]1[C:27]2[C:26](=[CH:38][CH:37]=[CH:42][CH:33]=2)[C:25]([N:20]2[C:21](=[O:24])[CH:22]3[CH:23]([C:13]4([CH3:16])[O:12][C:11]3([CH2:10][C:9]([NH:8][C:5]3[CH:6]=[CH:7][C:2]([F:1])=[CH:3][CH:4]=3)=[O:17])[CH2:15][CH2:14]4)[C:19]2=[O:18])=[CH:32][CH:31]=1)#[N:30]. The yield is 0.540. (4) The yield is 0.500. The catalyst is CN(C)C1C=CN=CC=1.CN(C=O)C.O. The reactants are [CH3:1][O:2][C:3]1[CH:8]=[CH:7][CH:6]=[CH:5][C:4]=1[CH2:9][CH2:10][CH2:11][CH2:12][C:13]([OH:15])=O.[C:16]([O:20][C:21]([N:23]1[CH2:28][CH2:27][CH:26]([C:29]2[CH:34]=[CH:33][C:32]([F:35])=[C:31]([NH2:36])[CH:30]=2)[CH2:25][CH2:24]1)=[O:22])([CH3:19])([CH3:18])[CH3:17].Cl.CN(C)CCCN=C=NCC.C(Cl)Cl. The product is [F:35][C:32]1[CH:33]=[CH:34][C:29]([CH:26]2[CH2:27][CH2:28][N:23]([C:21]([O:20][C:16]([CH3:18])([CH3:17])[CH3:19])=[O:22])[CH2:24][CH2:25]2)=[CH:30][C:31]=1[NH:36][C:13](=[O:15])[CH2:12][CH2:11][CH2:10][CH2:9][C:4]1[CH:5]=[CH:6][CH:7]=[CH:8][C:3]=1[O:2][CH3:1]. (5) The reactants are Cl[CH2:2][C:3]1[N:4]=[C:5]([CH2:8][CH2:9][C:10]2[N:11]=[C:12]([C:16]3[CH:21]=[CH:20][CH:19]=[CH:18][CH:17]=3)[O:13][C:14]=2[CH3:15])[S:6][CH:7]=1.[OH:22][C:23]1[CH:28]=[CH:27][CH:26]=[CH:25][C:24]=1[CH2:29][C:30]([O:32][CH3:33])=[O:31].CN(C)C=O.[H-].[Na+]. The catalyst is O. The product is [CH3:15][C:14]1[O:13][C:12]([C:16]2[CH:21]=[CH:20][CH:19]=[CH:18][CH:17]=2)=[N:11][C:10]=1[CH2:9][CH2:8][C:5]1[S:6][CH:7]=[C:3]([CH2:2][O:22][C:23]2[CH:28]=[CH:27][CH:26]=[CH:25][C:24]=2[CH2:29][C:30]([O:32][CH3:33])=[O:31])[N:4]=1. The yield is 0.600. (6) The reactants are [NH2:1][C:2]1[CH:3]=[C:4]([CH:7]=[CH:8][CH:9]=1)[CH2:5][OH:6].C(=O)([O-])[O-].[K+].[K+].CN(C=O)C.Br[CH2:22][C:23]([C:25]1[CH:30]=[CH:29][C:28]([Cl:31])=[CH:27][CH:26]=1)=[O:24]. The catalyst is O. The product is [Cl:31][C:28]1[CH:29]=[CH:30][C:25]([C:23](=[O:24])[CH2:22][NH:1][C:2]2[CH:9]=[CH:8][CH:7]=[C:4]([CH2:5][OH:6])[CH:3]=2)=[CH:26][CH:27]=1. The yield is 0.860. (7) The reactants are [Cl:1][CH2:2][CH2:3][CH2:4][CH:5]([C:26]1[CH:31]=[CH:30][C:29]([C:32]([F:35])([F:34])[F:33])=[CH:28][CH:27]=1)[C:6]([NH:8][NH:9][C:10](=[O:25])[C:11]1[CH:16]=[CH:15][C:14]([C:17]2[O:21][C:20]([CH3:22])=[N:19][CH:18]=2)=[C:13]([O:23][CH3:24])[CH:12]=1)=O.C(Cl)(Cl)(Cl)Cl.C1(P(C2C=CC=CC=2)C2C=CC=CC=2)C=CC=CC=1. The catalyst is C(#N)C. The product is [Cl:1][CH2:2][CH2:3][CH2:4][CH:5]([C:6]1[O:25][C:10]([C:11]2[CH:16]=[CH:15][C:14]([C:17]3[O:21][C:20]([CH3:22])=[N:19][CH:18]=3)=[C:13]([O:23][CH3:24])[CH:12]=2)=[N:9][N:8]=1)[C:26]1[CH:31]=[CH:30][C:29]([C:32]([F:34])([F:35])[F:33])=[CH:28][CH:27]=1. The yield is 0.500. (8) The reactants are [CH3:1][O:2][C:3]1[CH:8]=[C:7]([O:9][CH3:10])[CH:6]=[CH:5][C:4]=1[CH:11]1[CH:16]=[C:15]([CH3:17])[CH:14]=[CH:13][N:12]1[CH3:18].[BH4-].[Na+]. The catalyst is CO. The product is [CH3:1][O:2][C:3]1[CH:8]=[C:7]([O:9][CH3:10])[CH:6]=[CH:5][C:4]=1[CH:11]1[N:12]([CH3:18])[CH2:13][CH2:14][C:15]([CH3:17])=[CH:16]1. The yield is 0.730.